Task: Predict the reactants needed to synthesize the given product.. Dataset: Full USPTO retrosynthesis dataset with 1.9M reactions from patents (1976-2016) (1) Given the product [NH2:25][C:24]1[C:19]([C:18]([NH:17][C:12]2[CH:13]=[N:14][CH:15]=[CH:16][C:11]=2[C@H:9]2[CH2:10][C@@H:5]([OH:4])[C@:6]([CH2:30][CH3:31])([OH:29])[C@@H:7]([CH3:28])[O:8]2)=[O:27])=[N:20][C:21]([C:36]2[CH:35]=[N:34][N:33]([CH3:32])[C:37]=2[CH3:38])=[CH:22][CH:23]=1, predict the reactants needed to synthesize it. The reactants are: C([O:4][C@@H:5]1[CH2:10][C@H:9]([C:11]2[CH:16]=[CH:15][N:14]=[CH:13][C:12]=2[NH:17][C:18](=[O:27])[C:19]2[C:24]([NH2:25])=[CH:23][CH:22]=[C:21](Br)[N:20]=2)[O:8][C@H:7]([CH3:28])[C@@:6]1([CH2:30][CH3:31])[OH:29])(=O)C.[CH3:32][N:33]1[C:37]([CH3:38])=[C:36](B2OC(C)(C)C(C)(C)O2)[CH:35]=[N:34]1. (2) Given the product [CH2:3]([O:13][CH2:14][CH2:15][CH2:16][CH2:17][N:19]1[CH:23]=[CH:22][N:21]=[CH:20]1)/[CH:4]=[C:5](/[CH2:7][CH2:8][CH:9]=[C:10]([CH3:12])[CH3:11])\[CH3:6], predict the reactants needed to synthesize it. The reactants are: [H-].[Na+].[CH2:3]([O:13][CH2:14][CH2:15][CH2:16][CH2:17]Br)/[CH:4]=[C:5](/[CH2:7][CH2:8][CH:9]=[C:10]([CH3:12])[CH3:11])\[CH3:6].[NH:19]1[CH:23]=[CH:22][N:21]=[CH:20]1. (3) Given the product [F:1][C:2]([F:20])([F:19])[C:3]([NH:5][CH2:6][C:7]1[C:8]([O:17][CH3:18])=[CH:9][C:10]([Cl:16])=[C:11]([CH:15]=1)[C:12]([NH2:27])=[O:13])=[O:4], predict the reactants needed to synthesize it. The reactants are: [F:1][C:2]([F:20])([F:19])[C:3]([NH:5][CH2:6][C:7]1[C:8]([O:17][CH3:18])=[CH:9][C:10]([Cl:16])=[C:11]([CH:15]=1)[C:12](O)=[O:13])=[O:4].C(Cl)(=O)C(Cl)=O.[NH3:27].